From a dataset of Full USPTO retrosynthesis dataset with 1.9M reactions from patents (1976-2016). Predict the reactants needed to synthesize the given product. (1) Given the product [CH3:32][N:31]1[C:27]([C:18]([C:20]2[N:24]([CH3:25])[C:23]([CH3:26])=[N:22][CH:21]=2)([OH:19])[C:15]2[CH:16]=[C:17]3[C:12](=[CH:13][CH:14]=2)[N:11]=[C:10]([O:34][CH3:35])[C:9]([CH2:36][C:37]2[CH:38]=[CH:39][C:40]([C:43]([F:44])([F:46])[F:45])=[CH:41][CH:42]=2)=[C:8]3[C:2]#[N:4])=[CH:28][N:29]=[C:30]1[CH3:33], predict the reactants needed to synthesize it. The reactants are: C[C:2]([N:4](C)C)=O.Cl[C:8]1[C:17]2[C:12](=[CH:13][CH:14]=[C:15]([C:18]([C:27]3[N:31]([CH3:32])[C:30]([CH3:33])=[N:29][CH:28]=3)([C:20]3[N:24]([CH3:25])[C:23]([CH3:26])=[N:22][CH:21]=3)[OH:19])[CH:16]=2)[N:11]=[C:10]([O:34][CH3:35])[C:9]=1[CH2:36][C:37]1[CH:42]=[CH:41][C:40]([C:43]([F:46])([F:45])[F:44])=[CH:39][CH:38]=1.CC(C1C=C(C(C)C)C(C2C=CC=CC=2P(C2CCCCC2)C2CCCCC2)=C(C(C)C)C=1)C. (2) The reactants are: C(OC(=O)[NH:7][C:8]1[CH:13]=[C:12]([N:14]([CH2:16][CH:17]([CH3:19])[CH3:18])[CH3:15])[C:11]([C:20]([F:23])([F:22])[F:21])=[CH:10][C:9]=1[NH:24][C:25](=[O:40])[CH2:26][C:27](=O)[C:28]1[CH:33]=[CH:32][CH:31]=[C:30]([N:34]2[CH:38]=[N:37][CH:36]=[N:35]2)[CH:29]=1)(C)(C)C.C(O)(C(F)(F)F)=O. Given the product [CH2:16]([N:14]([CH3:15])[C:12]1[C:11]([C:20]([F:21])([F:22])[F:23])=[CH:10][C:9]2[NH:24][C:25](=[O:40])[CH2:26][C:27]([C:28]3[CH:33]=[CH:32][CH:31]=[C:30]([N:34]4[CH:38]=[N:37][CH:36]=[N:35]4)[CH:29]=3)=[N:7][C:8]=2[CH:13]=1)[CH:17]([CH3:18])[CH3:19], predict the reactants needed to synthesize it. (3) Given the product [OH:15][C:13]1[C:12]2[C:18](=[CH:19][CH:20]=[CH:21][CH:22]=2)[NH:17][C:16](=[O:23])[C:2]=1[C:6]([O:8][CH3:25])=[O:7], predict the reactants needed to synthesize it. The reactants are: C[C:2](C)([C:6]([O-:8])=[O:7])C([O-])=O.[H-].[Na+].[C:12]12[C:18](=[CH:19][CH:20]=[CH:21][CH:22]=1)[NH:17][C:16](=[O:23])[O:15][C:13]2=O.Cl.[CH3:25]N(C=O)C. (4) Given the product [O:13]1[CH2:14][CH2:15][N:10]([C:4]2[N:5]=[CH:6][C:7]3[CH:8]=[C:17]([C:21]([O:23][CH3:25])=[O:22])[C:18](=[O:20])[NH:1][C:2]=3[N:3]=2)[CH2:11][CH2:12]1, predict the reactants needed to synthesize it. The reactants are: [NH2:1][C:2]1[C:7]([CH:8]=O)=[CH:6][N:5]=[C:4]([N:10]2[CH2:15][CH2:14][O:13][CH2:12][CH2:11]2)[N:3]=1.C[C:17](C)([C:21]([O-:23])=[O:22])[C:18]([O-:20])=O.[CH3:25][O-].[Na+].CO. (5) Given the product [C:1]([N:20]1[N:24]=[N:23][C:22]([CH2:25][C:26]([NH2:31])=[O:28])=[N:21]1)([C:14]1[CH:15]=[CH:16][CH:17]=[CH:18][CH:19]=1)([C:2]1[CH:3]=[CH:4][CH:5]=[CH:6][CH:7]=1)[C:8]1[CH:9]=[CH:10][CH:11]=[CH:12][CH:13]=1, predict the reactants needed to synthesize it. The reactants are: [C:1]([N:20]1[N:24]=[N:23][C:22]([CH2:25][C:26]([OH:28])=O)=[N:21]1)([C:14]1[CH:19]=[CH:18][CH:17]=[CH:16][CH:15]=1)([C:8]1[CH:13]=[CH:12][CH:11]=[CH:10][CH:9]=1)[C:2]1[CH:7]=[CH:6][CH:5]=[CH:4][CH:3]=1.C1N=C[N:31](C(N2C=NC=C2)=O)C=1.NC1C=CC(C(N2CC3(C)CC2CC(C)(C)C3)=O)=CC=1. (6) Given the product [ClH:33].[N:1]1([CH2:6][C:7]([N:9]2[CH2:13][C@H:12]([CH2:14][NH2:15])[CH2:11][C@H:10]2[C:16]([NH:18][C:19]2[CH:24]=[CH:23][C:22]([O:25][C:26]3[CH:27]=[CH:28][C:29]([F:32])=[CH:30][CH:31]=3)=[CH:21][CH:20]=2)=[O:17])=[O:8])[CH:5]=[N:4][CH:3]=[N:2]1, predict the reactants needed to synthesize it. The reactants are: [N:1]1([CH2:6][C:7]([N:9]2[CH2:13][C@H:12]([C:14]#[N:15])[CH2:11][C@H:10]2[C:16]([NH:18][C:19]2[CH:24]=[CH:23][C:22]([O:25][C:26]3[CH:31]=[CH:30][C:29]([F:32])=[CH:28][CH:27]=3)=[CH:21][CH:20]=2)=[O:17])=[O:8])[CH:5]=[N:4][CH:3]=[N:2]1.[ClH:33].